Dataset: Forward reaction prediction with 1.9M reactions from USPTO patents (1976-2016). Task: Predict the product of the given reaction. (1) Given the reactants [Br:1][C:2]1[CH:8]=[CH:7][C:5]([NH2:6])=[C:4]([CH2:9][CH3:10])[CH:3]=1.[F:11][C:12]1[CH:17]=[CH:16][C:15]([CH3:18])=[CH:14][C:13]=1[N:19]=[C:20]=[O:21], predict the reaction product. The product is: [Br:1][C:2]1[CH:8]=[CH:7][C:5]([NH:6][C:20]([NH:19][C:13]2[CH:14]=[C:15]([CH3:18])[CH:16]=[CH:17][C:12]=2[F:11])=[O:21])=[C:4]([CH2:9][CH3:10])[CH:3]=1. (2) Given the reactants Cl[C:2]1[C:7]([Cl:8])=[CH:6][CH:5]=[CH:4][N+:3]=1[O-:9].[S-2:10].[Na+].[Na+].[CH3:13][C:14]1[CH:21]=[CH:20][C:19]([CH3:22])=[CH:18][C:15]=1[CH2:16]Cl, predict the reaction product. The product is: [Cl:8][C:7]1[C:2]([S:10][CH2:16][C:15]2[CH:18]=[C:19]([CH3:22])[CH:20]=[CH:21][C:14]=2[CH3:13])=[N+:3]([O-:9])[CH:4]=[CH:5][CH:6]=1. (3) Given the reactants Cl[C:2]1[C:7]([C:8]#[N:9])=[CH:6][C:5]([C:10]#[N:11])=[C:4](Cl)[N:3]=1.[CH:13]([O:16][CH2:17][CH2:18][OH:19])([CH3:15])[CH3:14].[B:20]1([OH:30])[C:24]2[CH:25]=[CH:26][C:27]([OH:29])=[CH:28][C:23]=2[CH2:22][O:21]1, predict the reaction product. The product is: [OH:30][B:20]1[C:24]2[CH:25]=[CH:26][C:27]([O:29][C:2]3[C:7]([C:8]#[N:9])=[CH:6][C:5]([C:10]#[N:11])=[C:4]([O:19][CH2:18][CH2:17][O:16][CH:13]([CH3:15])[CH3:14])[N:3]=3)=[CH:28][C:23]=2[CH2:22][O:21]1. (4) Given the reactants F[C:2](F)(F)[C:3]([O-])=O.[O:8]=[C:9]1[NH:14][C@@H:13]([C:15]([OH:17])=O)[CH2:12][CH2:11][CH2:10]1.C1CN([P+](ON2N=[N:42][C:37]3[CH:38]=[CH:39][CH:40]=[CH:41][C:36]2=3)(N2CCCC2)N2CCCC2)CC1.F[P-](F)(F)(F)(F)F.CCN([CH2:56][CH3:57])CC.[CH2:58](Cl)Cl.[CH3:61][N:62]([CH:64]=[O:65])C, predict the reaction product. The product is: [C:61]1([NH:62][C:64]([C@@H:37]([NH:42][C:15]([C@H:13]2[CH2:12][CH2:11][CH2:10][C:9](=[O:8])[NH:14]2)=[O:17])[CH2:38][CH2:39][CH2:40][CH:41]=[CH2:36])=[O:65])[CH:3]=[CH:2][CH:57]=[CH:56][CH:58]=1. (5) Given the reactants [Br:1][C:2]1[CH:7]=[CH:6][C:5]([S:8]([NH:11][C:12]2[CH:17]=[CH:16][CH:15]=[C:14]([O:18][CH3:19])[CH:13]=2)(=[O:10])=[O:9])=[CH:4][CH:3]=1.[C:20]([O-])([O-])=O.[K+].[K+], predict the reaction product. The product is: [Br:1][C:2]1[CH:7]=[CH:6][C:5]([S:8]([N:11]([C:12]2[CH:17]=[CH:16][CH:15]=[C:14]([O:18][CH3:19])[CH:13]=2)[CH3:20])(=[O:9])=[O:10])=[CH:4][CH:3]=1. (6) Given the reactants Br[C:2]1[CH:3]=[C:4]([C:23]([O:25][CH3:26])=[O:24])[C:5]2[O:9][C:8]([C:16]3[CH:21]=[CH:20][CH:19]=[CH:18][CH:17]=3)([C:10]3[CH:15]=[CH:14][CH:13]=[CH:12][CH:11]=3)[O:7][C:6]=2[CH:22]=1.B1(B2OC(C)(C)C(C)(C)O2)OC(C)(C)C(C)(C)O1.CC([O-])=O.[K+].Br[C:51]1[S:52][CH:53]=[CH:54][N:55]=1.C([O-])([O-])=O.[K+].[K+], predict the reaction product. The product is: [C:10]1([C:8]2([C:16]3[CH:21]=[CH:20][CH:19]=[CH:18][CH:17]=3)[O:7][C:6]3[CH:22]=[C:2]([C:51]4[S:52][CH:53]=[CH:54][N:55]=4)[CH:3]=[C:4]([C:23]([O:25][CH3:26])=[O:24])[C:5]=3[O:9]2)[CH:15]=[CH:14][CH:13]=[CH:12][CH:11]=1. (7) Given the reactants [Br:1][C:2]1[CH:7]=[C:6]([F:8])[C:5]([OH:9])=[C:4]([Cl:10])[C:3]=1[CH3:11].[CH3:12][CH:13]([Si:15](Cl)([CH:19]([CH3:21])[CH3:20])[CH:16]([CH3:18])[CH3:17])[CH3:14].N1C=CN=C1, predict the reaction product. The product is: [Br:1][C:2]1[CH:7]=[C:6]([F:8])[C:5]([O:9][Si:15]([CH:19]([CH3:21])[CH3:20])([CH:16]([CH3:18])[CH3:17])[CH:13]([CH3:14])[CH3:12])=[C:4]([Cl:10])[C:3]=1[CH3:11].